Dataset: Forward reaction prediction with 1.9M reactions from USPTO patents (1976-2016). Task: Predict the product of the given reaction. (1) Given the reactants [C:1]([C:4]1[C:5](=[O:15])[NH:6][C:7]2[C:12]([C:13]=1[OH:14])=[CH:11][CH:10]=[CH:9][CH:8]=2)(=[O:3])[CH3:2].[C:16]([CH2:18][O:19][C:20]1[CH:21]=[C:22]([CH:25]=[CH:26][CH:27]=1)[CH:23]=O)#[N:17].N1CCCCC1.O, predict the reaction product. The product is: [OH:14][C:13]1[C:12]2[C:7](=[CH:8][CH:9]=[CH:10][CH:11]=2)[NH:6][C:5](=[O:15])[C:4]=1[C:1](=[O:3])[CH:2]=[CH:23][C:22]1[CH:25]=[CH:26][CH:27]=[C:20]([O:19][CH2:18][C:16]#[N:17])[CH:21]=1. (2) Given the reactants Cl.[NH:2]1[C:6]2=[N:7][CH:8]=[CH:9][C:10]([O:11][C:12]3[CH:17]=[CH:16][C:15]([NH:18]C4C(C(NC5C=CC(F)=CC=5F)=O)=CN=CC=4)=[CH:14][C:13]=3[F:36])=[C:5]2[CH:4]=[CH:3]1.F[C:38]1[N:46]=[CH:45][CH:44]=[CH:43][C:39]=1[C:40]([OH:42])=[O:41].Cl, predict the reaction product. The product is: [NH:2]1[C:6]2=[N:7][CH:8]=[CH:9][C:10]([O:11][C:12]3[CH:17]=[CH:16][C:15]([NH:18][C:38]4[N:46]=[CH:45][CH:44]=[CH:43][C:39]=4[C:40]([OH:42])=[O:41])=[CH:14][C:13]=3[F:36])=[C:5]2[CH:4]=[CH:3]1.